This data is from Catalyst prediction with 721,799 reactions and 888 catalyst types from USPTO. The task is: Predict which catalyst facilitates the given reaction. (1) Reactant: OCC1C=CC2N=C(C3CCCC(NC(C4C=CC5OCCOC=5C=4)=O)C3)N(C)C=2C=1.OCC1C=CC2N(C)C(C3CCCC(NC(C4C=CC5OCCOC=5C=4)=O)C3)=NC=2C=1.[O:63]1[CH2:68][CH2:67][O:66][C:65]2[CH:69]=[CH:70][C:71]([C:73]([NH:75][CH:76]3[CH2:81][CH2:80][CH2:79][CH:78]([C:82]4[N:83](C)[C:84]5[CH:90]=[C:89]([C:91]([O:93][CH2:94][CH3:95])=[O:92])[CH:88]=[CH:87][C:85]=5[N:86]=4)[CH2:77]3)=[O:74])=[CH:72][C:64]1=2.O1CCOC2C=CC(C(NC3CCCC(C4N(C)C5C=CC(C(OCC)=O)=CC=5N=4)C3)=O)=CC1=2.[H-].[Al+3].[Li+].[H-].[H-].[H-]. Product: [O:63]1[CH2:68][CH2:67][O:66][C:65]2[CH:69]=[CH:70][C:71]([C:73]([NH:75][CH:76]3[CH2:81][CH2:80][CH2:79][CH:78]([C:82]4[NH:86][C:85]5[CH:87]=[CH:88][C:89]([C:91]([O:93][CH2:94][CH3:95])=[O:92])=[CH:90][C:84]=5[N:83]=4)[CH2:77]3)=[O:74])=[CH:72][C:64]1=2. The catalyst class is: 375. (2) Reactant: [C:1]([O:5][C:6]([N:8]1[CH2:12][C@@H:11]([NH:13]C(OCC[Si](C)(C)C)=O)[C@H:10]([CH2:23][NH:24][CH:25]([CH3:27])[CH3:26])[CH2:9]1)=[O:7])([CH3:4])([CH3:3])[CH3:2].C([C@H]1CNC[C@@H]1CN(C(C)C)[C:42]([C:44]1[CH:52]=[C:51]2[C:47]([C:48]([CH3:58])=[CH:49][N:50]2[CH2:53][CH2:54][CH2:55][O:56][CH3:57])=[CH:46][CH:45]=1)=[O:43])C1C=CC=CC=1.CCCCCC.CCOC(C)=O.CC#N.O. Product: [C:1]([O:5][C:6]([N:8]1[CH2:9][C@@H:10]([CH2:23][N:24]([CH:25]([CH3:26])[CH3:27])[C:42]([C:44]2[CH:52]=[C:51]3[C:47]([C:48]([CH3:58])=[CH:49][N:50]3[CH2:53][CH2:54][CH2:55][O:56][CH3:57])=[CH:46][CH:45]=2)=[O:43])[C@H:11]([NH2:13])[CH2:12]1)=[O:7])([CH3:2])([CH3:3])[CH3:4]. The catalyst class is: 578.